Task: Predict the product of the given reaction.. Dataset: Forward reaction prediction with 1.9M reactions from USPTO patents (1976-2016) (1) Given the reactants [NH2:1][C:2]1[CH:3]=[CH:4][C:5]2[N:10]([CH2:11][CH2:12][CH2:13][N:14]([CH3:22])[C:15](=[O:21])[O:16][C:17]([CH3:20])([CH3:19])[CH3:18])[CH2:9][CH2:8][S:7][C:6]=2[CH:23]=1.I.[S:25]1[CH:29]=[CH:28][CH:27]=[C:26]1[C:30](SC)=[NH:31].C([O-])(O)=O.[Na+], predict the reaction product. The product is: [CH3:22][N:14]([CH2:13][CH2:12][CH2:11][N:10]1[CH2:9][CH2:8][S:7][C:6]2[CH:23]=[C:2]([NH:1][C:30]([C:26]3[S:25][CH:29]=[CH:28][CH:27]=3)=[NH:31])[CH:3]=[CH:4][C:5]1=2)[C:15](=[O:21])[O:16][C:17]([CH3:18])([CH3:19])[CH3:20]. (2) Given the reactants [Cl:1][C:2]1[CH:7]=[C:6]([CH2:8][C:9]([CH3:11])=[CH2:10])[C:5]([OH:12])=[C:4]([O:13][CH3:14])[CH:3]=1.ClC1C=C(C=CC=1)C(OO)=[O:20].C(=O)([O-])[O-].[K+].[K+].ClC1C2OC(CO)CC=2C(C(F)(F)F)=CC=1, predict the reaction product. The product is: [Cl:1][C:2]1[CH:3]=[C:4]([O:13][CH3:14])[C:5]2[O:12][C:9]([CH2:11][OH:20])([CH3:10])[CH2:8][C:6]=2[CH:7]=1. (3) Given the reactants [CH3:1][O:2][C:3]([C:5]1[CH:22]=[CH:21][CH:20]=[CH:19][C:6]=1[CH2:7][O:8][C:9]1[CH:10]=[C:11]([CH2:15][C:16]([OH:18])=O)[CH:12]=[CH:13][CH:14]=1)=[O:4].[CH2:23]([NH:29][CH2:30][C:31]1[CH:36]=[CH:35][CH:34]=[CH:33][CH:32]=1)[CH2:24][CH2:25][CH2:26][CH2:27][CH3:28].C(Cl)CCl.Cl, predict the reaction product. The product is: [CH2:30]([N:29]([CH2:23][CH2:24][CH2:25][CH2:26][CH2:27][CH3:28])[C:16](=[O:18])[CH2:15][C:11]1[CH:10]=[C:9]([CH:14]=[CH:13][CH:12]=1)[O:8][CH2:7][C:6]1[CH:19]=[CH:20][CH:21]=[CH:22][C:5]=1[C:3]([O:2][CH3:1])=[O:4])[C:31]1[CH:36]=[CH:35][CH:34]=[CH:33][CH:32]=1. (4) Given the reactants C(OC([NH:8][CH2:9][C:10]#[C:11][C:12]1[C:20]2[C:15](=[CH:16][C:17]([OH:24])=[C:18]([C:21]([OH:23])=[O:22])[CH:19]=2)[N:14]([CH3:25])[C:13]=1[C:26]1[CH:31]=[CH:30][CH:29]=[CH:28][C:27]=1[C:32]([F:35])([F:34])[F:33])=O)(C)(C)C.[C:36]([OH:42])([C:38]([F:41])([F:40])[F:39])=[O:37], predict the reaction product. The product is: [NH2:8][CH2:9][CH2:10][C:11]([C:12]1[C:20]2[C:15](=[CH:16][C:17]([OH:24])=[C:18]([C:21]([OH:23])=[O:22])[CH:19]=2)[N:14]([CH3:25])[C:13]=1[C:26]1[CH:31]=[CH:30][CH:29]=[CH:28][C:27]=1[C:32]([F:35])([F:33])[F:34])=[O:37].[C:36]([OH:42])([C:38]([F:41])([F:40])[F:39])=[O:37]. (5) The product is: [CH3:20][N:19]([CH3:21])[C:15]1[CH:16]=[C:17]([CH3:18])[C:12]([C:23]([OH:25])=[O:24])=[C:13]([F:22])[CH:14]=1. Given the reactants C([Mg]Cl)(C)C.[Li]CCCC.Br[C:12]1[C:17]([CH3:18])=[CH:16][C:15]([N:19]([CH3:21])[CH3:20])=[CH:14][C:13]=1[F:22].[C:23](=[O:25])=[O:24].[OH-].[Na+], predict the reaction product. (6) Given the reactants [CH3:1][C:2]1[CH:3]=[C:4]([OH:11])[CH:5]=[CH:6][C:7]=1[N+:8]([O-:10])=[O:9].C(=O)([O-])[O-].[K+].[K+].[CH2:18](OS(OCC)(=O)=O)[CH3:19].N, predict the reaction product. The product is: [CH2:18]([O:11][C:4]1[CH:5]=[CH:6][C:7]([N+:8]([O-:10])=[O:9])=[C:2]([CH3:1])[CH:3]=1)[CH3:19]. (7) Given the reactants Cl[S:2]([C:5]1[CH:14]=[C:13]([CH2:15][NH:16][S:17]([CH3:20])(=[O:19])=[O:18])[CH:12]=[CH:11][C:6]=1[C:7]([O:9][CH3:10])=[O:8])(=[O:4])=[O:3].[NH3:21], predict the reaction product. The product is: [S:2]([C:5]1[CH:14]=[C:13]([CH2:15][NH:16][S:17]([CH3:20])(=[O:19])=[O:18])[CH:12]=[CH:11][C:6]=1[C:7]([O:9][CH3:10])=[O:8])(=[O:4])(=[O:3])[NH2:21].